This data is from Forward reaction prediction with 1.9M reactions from USPTO patents (1976-2016). The task is: Predict the product of the given reaction. (1) The product is: [CH2:14]([N:4]1[C:5]2[C:10](=[C:9]([N+:11]([O-:13])=[O:12])[CH:8]=[CH:7][CH:6]=2)[C:2]([C:20]2[CH:21]=[CH:22][C:17]([CH3:16])=[CH:18][CH:19]=2)=[N:3]1)[CH3:15]. Given the reactants Br[C:2]1[C:10]2[C:5](=[CH:6][CH:7]=[CH:8][C:9]=2[N+:11]([O-:13])=[O:12])[N:4]([CH2:14][CH3:15])[N:3]=1.[CH3:16][C:17]1[CH:22]=[CH:21][C:20](B(O)O)=[CH:19][CH:18]=1.C(=O)([O-])[O-].[Na+].[Na+].O, predict the reaction product. (2) The product is: [C:1]([C:5]1[CH:6]=[CH:7][C:8]([N:11]2[C:15]([CH3:16])=[C:14]([C:17]([NH:35][C:24]3[CH:25]=[N:26][C:27]([N:28]4[CH2:29][CH2:30][CH:31]([OH:34])[CH2:32][CH2:33]4)=[C:22]([C:20]#[N:21])[CH:23]=3)=[O:18])[CH:13]=[N:12]2)=[CH:9][CH:10]=1)([CH3:3])([CH3:4])[CH3:2]. Given the reactants [C:1]([C:5]1[CH:10]=[CH:9][C:8]([N:11]2[C:15]([CH3:16])=[C:14]([C:17](O)=[O:18])[CH:13]=[N:12]2)=[CH:7][CH:6]=1)([CH3:4])([CH3:3])[CH3:2].[C:20]([C:22]1[CH:23]=[C:24]([NH:35]C(C2C=NN(C3C=CC(OC)=CC=3)C=2C)=O)[CH:25]=[N:26][C:27]=1[N:28]1[CH2:33][CH2:32][CH:31]([OH:34])[CH2:30][CH2:29]1)#[N:21], predict the reaction product. (3) Given the reactants CC1(C)CCCC(C)(C)N1.[Li]CCCC.[CH2:16]([O:18][C:19]1[N:24]=[N:23][C:22]([C:25]([O:27]CC)=O)=[C:21]([C:30]([F:33])([F:32])[F:31])[CH:20]=1)[CH3:17].[Br:34][CH2:35][Br:36].Cl, predict the reaction product. The product is: [Br:34][CH:35]([Br:36])[C:25]([C:22]1[N:23]=[N:24][C:19]([O:18][CH2:16][CH3:17])=[CH:20][C:21]=1[C:30]([F:31])([F:32])[F:33])=[O:27]. (4) Given the reactants C(OC([N:8]1[CH2:16][C:15]2[C:10](=[CH:11][CH:12]=[C:13]([N:17]3[CH2:22][CH2:21][CH:20]([O:23][CH3:24])[CH2:19][CH2:18]3)[CH:14]=2)[CH2:9]1)=O)(C)(C)C.[ClH:25], predict the reaction product. The product is: [ClH:25].[CH3:24][O:23][CH:20]1[CH2:19][CH2:18][N:17]([C:13]2[CH:14]=[C:15]3[C:10](=[CH:11][CH:12]=2)[CH2:9][NH:8][CH2:16]3)[CH2:22][CH2:21]1. (5) The product is: [OH:9][CH2:8][CH2:7][C:4]1[CH:5]=[CH:6][N:1]=[CH:2][CH:3]=1. Given the reactants [N:1]1[CH:6]=[CH:5][C:4]([CH2:7][C:8](OCC)=[O:9])=[CH:3][CH:2]=1.[H-].[H-].[H-].[H-].[Li+].[Al+3].[OH-].[Na+], predict the reaction product. (6) Given the reactants [NH2:1][C:2]1[S:3][C:4]([C:10]2[C:15]([F:16])=[CH:14][C:13]([C:17]([OH:20])([CH3:19])[CH3:18])=[CH:12][C:11]=2[F:21])=[CH:5][C:6]=1[C:7]([NH2:9])=[O:8].Cl[C:23]1[N:28]=[C:27]([CH3:29])[C:26]([C:30]2[N:31]=[N:32][N:33]([CH2:35][CH2:36][OH:37])[CH:34]=2)=[CH:25][CH:24]=1, predict the reaction product. The product is: [F:16][C:15]1[CH:14]=[C:13]([C:17]([OH:20])([CH3:18])[CH3:19])[CH:12]=[C:11]([F:21])[C:10]=1[C:4]1[S:3][C:2]([NH:1][C:23]2[CH:24]=[CH:25][C:26]([C:30]3[N:31]=[N:32][N:33]([CH2:35][CH2:36][OH:37])[CH:34]=3)=[C:27]([CH3:29])[N:28]=2)=[C:6]([C:7]([NH2:9])=[O:8])[CH:5]=1.